From a dataset of Reaction yield outcomes from USPTO patents with 853,638 reactions. Predict the reaction yield, written as a fraction of the theoretical maximum amount of product (1.0 means a 100% yield; for example, 0.34 means a 34% yield). (1) The reactants are [F:1][C:2]([F:6])([F:5])[CH2:3][NH2:4].[Br:7][C:8]1[CH:13]=[CH:12][C:11]([O:14][CH3:15])=[CH:10][C:9]=1[CH2:16]Br. The catalyst is CS(C)=O. The product is [F:1][C:2]([F:6])([F:5])[CH2:3][NH:4][CH2:16][C:9]1[CH:10]=[C:11]([O:14][CH3:15])[CH:12]=[CH:13][C:8]=1[Br:7]. The yield is 0.960. (2) The reactants are [N:1]1([CH:7]2[CH2:12][CH2:11][N:10]([C:13]3[N:18]=[C:17]4[N:19]([C:24]5[C:29]([F:30])=[CH:28][CH:27]=[CH:26][C:25]=5[F:31])[C:20](=[O:23])[NH:21][CH2:22][C:16]4=[C:15](Cl)[N:14]=3)[CH2:9][CH2:8]2)[CH2:6][CH2:5][CH2:4][CH2:3][CH2:2]1.O.C(=O)([O-])[O-].[K+].[K+].[F:40][C:41]1[CH:46]=[CH:45][C:44]([NH:47][C:48](=[O:65])[C:49]2[CH:54]=[CH:53][C:52]([CH3:55])=[C:51](B3OC(C)(C)C(C)(C)O3)[CH:50]=2)=[CH:43][CH:42]=1. The catalyst is O1CCOCC1.C1C=CC([P]([Pd]([P](C2C=CC=CC=2)(C2C=CC=CC=2)C2C=CC=CC=2)([P](C2C=CC=CC=2)(C2C=CC=CC=2)C2C=CC=CC=2)[P](C2C=CC=CC=2)(C2C=CC=CC=2)C2C=CC=CC=2)(C2C=CC=CC=2)C2C=CC=CC=2)=CC=1. The product is [N:1]1([CH:7]2[CH2:12][CH2:11][N:10]([C:13]3[N:14]=[C:15]([C:51]4[CH:50]=[C:49]([CH:54]=[CH:53][C:52]=4[CH3:55])[C:48]([NH:47][C:44]4[CH:45]=[CH:46][C:41]([F:40])=[CH:42][CH:43]=4)=[O:65])[C:16]4[CH2:22][NH:21][C:20](=[O:23])[N:19]([C:24]5[C:29]([F:30])=[CH:28][CH:27]=[CH:26][C:25]=5[F:31])[C:17]=4[N:18]=3)[CH2:9][CH2:8]2)[CH2:6][CH2:5][CH2:4][CH2:3][CH2:2]1. The yield is 0.510. (3) The reactants are [N:1]1[CH:6]=[C:5]([C@@H:7]2[CH2:12][CH2:11][CH2:10][N:8]2[CH3:9])[CH:4]=[CH:3][CH:2]=1.[Br:13][CH2:14][CH2:15][C:16]#[C:17][CH2:18][CH2:19][CH2:20][CH3:21]. The catalyst is CC(O)=O. The product is [Br-:13].[CH3:9][N:8]1[CH2:10][CH2:11][CH2:12][C@H:7]1[C:5]1[CH:6]=[N+:1]([CH2:14][CH2:15][C:16]#[C:17][CH2:18][CH2:19][CH2:20][CH3:21])[CH:2]=[CH:3][CH:4]=1. The yield is 0.560. (4) The reactants are Cl[C:2]1[C:3]([C:11]([O:13][CH2:14][CH3:15])=[O:12])=[N:4][N:5]([CH3:10])[C:6](=[O:9])[C:7]=1[CH3:8].[F:16][C:17]1[CH:23]=[C:22]([S:24][CH3:25])[CH:21]=[CH:20][C:18]=1[NH2:19]. The yield is 0.810. The product is [F:16][C:17]1[CH:23]=[C:22]([S:24][CH3:25])[CH:21]=[CH:20][C:18]=1[NH:19][C:2]1[C:3]([C:11]([O:13][CH2:14][CH3:15])=[O:12])=[N:4][N:5]([CH3:10])[C:6](=[O:9])[C:7]=1[CH3:8]. No catalyst specified. (5) The reactants are Br[C:2]1[CH:7]=[CH:6][CH:5]=[CH:4][CH:3]=1.[Li]CCCC.[CH3:13][C:14]1[CH:32]=[C:31]([O:33][Si:34]([CH:41]([CH3:43])[CH3:42])([CH:38]([CH3:40])[CH3:39])[CH:35]([CH3:37])[CH3:36])[CH:30]=[C:29]([CH3:44])[C:15]=1[CH2:16][C:17]1[CH:18]=[CH:19][C:20]([O:25][CH2:26][O:27][CH3:28])=[C:21]([CH:24]=1)[CH:22]=[O:23]. The yield is 0.996. The product is [CH3:44][C:29]1[CH:30]=[C:31]([O:33][Si:34]([CH:41]([CH3:43])[CH3:42])([CH:35]([CH3:37])[CH3:36])[CH:38]([CH3:40])[CH3:39])[CH:32]=[C:14]([CH3:13])[C:15]=1[CH2:16][C:17]1[CH:18]=[CH:19][C:20]([O:25][CH2:26][O:27][CH3:28])=[C:21]([CH:22]([C:2]2[CH:7]=[CH:6][CH:5]=[CH:4][CH:3]=2)[OH:23])[CH:24]=1. The catalyst is C1COCC1. (6) The reactants are [Cl:1][C:2]1[CH:7]=[C:6]([NH:8][C:9]2[C:18]3[C:13](=[CH:14][CH:15]=[CH:16][C:17]=3F)[N:12]=[CH:11][N:10]=2)[CH:5]=[CH:4][C:3]=1[OH:20].[CH2:21]([CH2:23][NH2:24])[OH:22]. No catalyst specified. The product is [NH2:24][CH2:23][CH2:21][O:22][C:17]1[CH:16]=[CH:15][CH:14]=[C:13]2[C:18]=1[C:9]([NH:8][C:6]1[CH:5]=[CH:4][C:3]([OH:20])=[C:2]([Cl:1])[CH:7]=1)=[N:10][CH:11]=[N:12]2. The yield is 0.840. (7) The reactants are [CH3:1][O:2][C:3]([C:5]1[CH:6]=[C:7]2[CH:13]=[C:12]([CH:14]([OH:21])[CH2:15][CH:16]3[CH2:20][CH2:19][CH2:18][CH2:17]3)[N:11]([S:22]([C:25]3[CH:30]=[CH:29][CH:28]=[CH:27][CH:26]=3)(=[O:24])=[O:23])[C:8]2=[N:9][CH:10]=1)=[O:4].CC(OI1(OC(C)=O)(OC(C)=O)OC(=O)C2C=CC=CC1=2)=O.ClCCl. No catalyst specified. The product is [CH3:1][O:2][C:3]([C:5]1[CH:6]=[C:7]2[CH:13]=[C:12]([C:14](=[O:21])[CH2:15][CH:16]3[CH2:20][CH2:19][CH2:18][CH2:17]3)[N:11]([S:22]([C:25]3[CH:26]=[CH:27][CH:28]=[CH:29][CH:30]=3)(=[O:23])=[O:24])[C:8]2=[N:9][CH:10]=1)=[O:4]. The yield is 0.930. (8) The reactants are [F:1][C:2]1[CH:11]=[C:10]2[C:5]([CH:6]([C:12]([O:14][CH3:15])=[O:13])[CH2:7][CH2:8][O:9]2)=[CH:4][CH:3]=1.[Br:16]N1C(=O)CCC1=O. The catalyst is CN(C=O)C.C(OCC)(=O)C. The product is [Br:16][C:3]1[CH:4]=[C:5]2[C:10](=[CH:11][C:2]=1[F:1])[O:9][CH2:8][CH2:7][CH:6]2[C:12]([O:14][CH3:15])=[O:13]. The yield is 0.898. (9) The reactants are C(OC(=O)[NH:7][C:8]1[CH:13]=[CH:12][C:11]([CH2:14][CH2:15][N:16]2[C:24]([S:25][C:26]3[C:34]([Br:35])=[CH:33][C:29]4[O:30][CH2:31][O:32][C:28]=4[CH:27]=3)=[N:23][C:22]3[C:17]2=[N:18][CH:19]=[N:20][C:21]=3[NH2:36])=[CH:10][CH:9]=1)(C)(C)C.C(O)(C(F)(F)F)=O. The catalyst is ClCCl.C1(C)C=CC=CC=1. The product is [NH2:7][C:8]1[CH:13]=[CH:12][C:11]([CH2:14][CH2:15][N:16]2[C:24]([S:25][C:26]3[C:34]([Br:35])=[CH:33][C:29]4[O:30][CH2:31][O:32][C:28]=4[CH:27]=3)=[N:23][C:22]3[C:17]2=[N:18][CH:19]=[N:20][C:21]=3[NH2:36])=[CH:10][CH:9]=1. The yield is 0.950. (10) The reactants are [Br:1][C:2]1[CH:15]=[C:14]2[CH2:16][C:11]3[C:12]4=[C:13]2[C:4](=[CH:5][CH:6]=[C:7]4[CH:8]=[C:9]([Br:17])[CH:10]=3)[CH:3]=1.CC([O-])(C)C.[K+].CS(C)=O.CI. The catalyst is C(Cl)Cl.O.CN(P(N(C)C)(N(C)C)=O)C. The product is [Br:1][C:2]1[CH:15]=[C:14]2[CH2:16][C:11]3[C:12]4[C:13]2=[C:4]([CH2:5][CH2:6][C:7]=4[CH:8]=[C:9]([Br:17])[CH:10]=3)[CH:3]=1. The yield is 0.800.